From a dataset of Peptide-MHC class I binding affinity with 185,985 pairs from IEDB/IMGT. Regression. Given a peptide amino acid sequence and an MHC pseudo amino acid sequence, predict their binding affinity value. This is MHC class I binding data. The peptide sequence is FPREGVFVF. The MHC is HLA-C07:02 with pseudo-sequence HLA-C07:02. The binding affinity (normalized) is 0.424.